Dataset: Full USPTO retrosynthesis dataset with 1.9M reactions from patents (1976-2016). Task: Predict the reactants needed to synthesize the given product. (1) Given the product [CH3:48][O:47][C:27]1[CH:28]=[C:29]([C:32]([N:34]2[CH2:39][CH2:38][CH:37]([N:40]3[CH2:41][CH2:42][N:43]([CH3:46])[CH2:44][CH2:45]3)[CH2:36][CH2:35]2)=[O:33])[CH:30]=[CH:31][C:26]=1[NH:25][C:2]1[C:3]2[NH:15][N:14]=[CH:13][C:4]=2[N:5]=[C:6]([C:8]2[S:9][CH:10]=[CH:11][CH:12]=2)[N:7]=1, predict the reactants needed to synthesize it. The reactants are: Cl[C:2]1[C:3]2[C:4](=[CH:13][N:14](CC3C=CC(OC)=CC=3)[N:15]=2)[N:5]=[C:6]([C:8]2[S:9][CH:10]=[CH:11][CH:12]=2)[N:7]=1.[NH2:25][C:26]1[CH:31]=[CH:30][C:29]([C:32]([N:34]2[CH2:39][CH2:38][CH:37]([N:40]3[CH2:45][CH2:44][N:43]([CH3:46])[CH2:42][CH2:41]3)[CH2:36][CH2:35]2)=[O:33])=[CH:28][C:27]=1[O:47][CH3:48].Cl. (2) Given the product [CH2:12]([N:8]([CH3:9])[C:1]([N:3]1[CH:7]=[CH:6][N:5]=[CH:4]1)=[O:2])[CH3:11], predict the reactants needed to synthesize it. The reactants are: [C:1]([N:8]1[CH:12]=[CH:11]N=[CH:9]1)([N:3]1[CH:7]=[CH:6][N:5]=[CH:4]1)=[O:2].C(NC)C.